Binary Classification. Given a T-cell receptor sequence (or CDR3 region) and an epitope sequence, predict whether binding occurs between them. From a dataset of TCR-epitope binding with 47,182 pairs between 192 epitopes and 23,139 TCRs. (1) The epitope is ISDYDYYRY. The TCR CDR3 sequence is CASSLGLAGALVTYEQYF. Result: 0 (the TCR does not bind to the epitope). (2) The epitope is AIMTRCLAV. The TCR CDR3 sequence is CAISDPQNRQYTEAFF. Result: 0 (the TCR does not bind to the epitope).